This data is from Forward reaction prediction with 1.9M reactions from USPTO patents (1976-2016). The task is: Predict the product of the given reaction. (1) Given the reactants Br[CH2:2][C:3]1[NH:8][C:7]([C:9]2[S:10][CH:11]=[CH:12][N:13]=2)=[N:6][CH:5]([C:14]2[CH:19]=[CH:18][C:17]([Cl:20])=[CH:16][C:15]=2[Cl:21])[C:4]=1[C:22]([O:24][CH2:25][CH3:26])=[O:23].Cl.[NH:28]1[CH2:33][CH2:32][O:31][CH2:30][CH:29]1[CH2:34][C:35]([OH:37])=[O:36], predict the reaction product. The product is: [Cl:21][C:15]1[CH:16]=[C:17]([Cl:20])[CH:18]=[CH:19][C:14]=1[CH:5]1[N:6]=[C:7]([C:9]2[S:10][CH:11]=[CH:12][N:13]=2)[NH:8][C:3]([CH2:2][N:28]2[CH2:33][CH2:32][O:31][CH2:30][CH:29]2[CH2:34][C:35]([OH:37])=[O:36])=[C:4]1[C:22]([O:24][CH2:25][CH3:26])=[O:23]. (2) Given the reactants C([O:3][C:4](=[O:33])[C:5]1[CH:10]=[CH:9][C:8]([O:11][CH2:12][CH2:13][CH2:14][N:15]2[C:19]([C:20]3[CH:25]=[CH:24][CH:23]=[CH:22][CH:21]=3)=[C:18]([C:26]3[CH:31]=[CH:30][CH:29]=[CH:28][CH:27]=3)[N:17]=[C:16]2[CH3:32])=[CH:7][CH:6]=1)C.[OH-].[Na+].Cl, predict the reaction product. The product is: [CH3:32][C:16]1[N:15]([CH2:14][CH2:13][CH2:12][O:11][C:8]2[CH:7]=[CH:6][C:5]([C:4]([OH:33])=[O:3])=[CH:10][CH:9]=2)[C:19]([C:20]2[CH:25]=[CH:24][CH:23]=[CH:22][CH:21]=2)=[C:18]([C:26]2[CH:27]=[CH:28][CH:29]=[CH:30][CH:31]=2)[N:17]=1. (3) Given the reactants CO.[F:3][C:4]1[CH:9]=[CH:8][C:7]([F:10])=[CH:6][C:5]=1[C@H:11]1[CH2:15][CH2:14][CH2:13][N:12]1[C:16]1[CH:17]=[CH:18][C:19]2[N:20]([C:22]([NH:25][C:26]([N:28]3[CH2:33][CH2:32][CH2:31][CH2:30][CH2:29]3)=[O:27])=[CH:23][N:24]=2)[N:21]=1.[ClH:34], predict the reaction product. The product is: [ClH:34].[F:3][C:4]1[CH:9]=[CH:8][C:7]([F:10])=[CH:6][C:5]=1[C@H:11]1[CH2:15][CH2:14][CH2:13][N:12]1[C:16]1[CH:17]=[CH:18][C:19]2[N:20]([C:22]([NH:25][C:26]([N:28]3[CH2:29][CH2:30][CH2:31][CH2:32][CH2:33]3)=[O:27])=[CH:23][N:24]=2)[N:21]=1. (4) Given the reactants [Cl:1][C:2]1[C:3]([N:8]2[C:12]([C:13]([O:15]CC)=[O:14])=[CH:11][C:10]([O:18][CH2:19][C:20]#[CH:21])=[N:9]2)=[N:4][CH:5]=[CH:6][CH:7]=1.CO.[OH-].[Na+].Cl, predict the reaction product. The product is: [Cl:1][C:2]1[C:3]([N:8]2[C:12]([C:13]([OH:15])=[O:14])=[CH:11][C:10]([O:18][CH2:19][C:20]#[CH:21])=[N:9]2)=[N:4][CH:5]=[CH:6][CH:7]=1. (5) Given the reactants C(OC([C@@:8]12[CH2:15][CH2:14][C@H:13]([F:16])[C@@H:12]1[CH2:11][N:10]([C:17]([O:19][CH2:20][C:21]1[CH:26]=[CH:25][CH:24]=[CH:23][CH:22]=1)=[O:18])[CH2:9]2)=O)(C)(C)C.FC(F)(F)[C:29]([OH:31])=[O:30].C([N:36](CC)CC)C.C1(P(N=[N+]=[N-])(C2C=CC=CC=2)=O)C=CC=CC=1.[C:58](O)([CH3:61])([CH3:60])[CH3:59], predict the reaction product. The product is: [CH2:20]([O:19][C:17]([N:10]1[CH2:11][C@@H:12]2[C@@:8]([NH:36][C:29]([O:31][C:58]([CH3:61])([CH3:60])[CH3:59])=[O:30])([CH2:15][CH2:14][C@@H:13]2[F:16])[CH2:9]1)=[O:18])[C:21]1[CH:26]=[CH:25][CH:24]=[CH:23][CH:22]=1. (6) Given the reactants [F:1][C:2]1[CH:17]=[CH:16][C:5]([CH2:6][N:7]2[CH:12]3[CH2:13][NH:14][CH2:15][CH:8]2[CH2:9][O:10][CH2:11]3)=[CH:4][CH:3]=1.[C:18]([NH:21][C:22]1[C:27]([O:28][CH3:29])=[C:26]([Cl:30])[C:25]([O:31][CH3:32])=[CH:24][C:23]=1/[CH:33]=[CH:34]/[C:35](O)=[O:36])(=[O:20])[CH3:19], predict the reaction product. The product is: [Cl:30][C:26]1[C:27]([O:28][CH3:29])=[C:22]([NH:21][C:18](=[O:20])[CH3:19])[C:23](/[CH:33]=[CH:34]/[C:35]([N:14]2[CH2:15][CH:8]3[N:7]([CH2:6][C:5]4[CH:16]=[CH:17][C:2]([F:1])=[CH:3][CH:4]=4)[CH:12]([CH2:11][O:10][CH2:9]3)[CH2:13]2)=[O:36])=[CH:24][C:25]=1[O:31][CH3:32]. (7) Given the reactants [OH-].[Na+].[CH2:3]([N:10]1[CH2:15][CH2:14][CH:13]([C:16]([C:18]2[CH:33]=[CH:32][C:21]([C:22]([O:24]CC3C=CC=CC=3)=[O:23])=[CH:20][CH:19]=2)=[O:17])[CH2:12][CH2:11]1)[C:4]1[CH:9]=[CH:8][CH:7]=[CH:6][CH:5]=1.Cl, predict the reaction product. The product is: [CH2:3]([N:10]1[CH2:15][CH2:14][CH:13]([C:16]([C:18]2[CH:19]=[CH:20][C:21]([C:22]([OH:24])=[O:23])=[CH:32][CH:33]=2)=[O:17])[CH2:12][CH2:11]1)[C:4]1[CH:5]=[CH:6][CH:7]=[CH:8][CH:9]=1. (8) The product is: [CH2:24]([N:17]1[C:18]2[C:19](=[N:20][CH:21]=[CH:22][CH:23]=2)[N:15]([C:12]2[CH:11]=[CH:10][C:9]([OH:8])=[CH:14][CH:13]=2)[C:16]1=[O:26])[CH3:25]. Given the reactants C([O:8][C:9]1[CH:14]=[CH:13][C:12]([N:15]2[C:19]3=[N:20][CH:21]=[CH:22][CH:23]=[C:18]3[N:17]([CH2:24][CH3:25])[C:16]2=[O:26])=[CH:11][CH:10]=1)C1C=CC=CC=1, predict the reaction product.